Dataset: Reaction yield outcomes from USPTO patents with 853,638 reactions. Task: Predict the reaction yield, written as a fraction of the theoretical maximum amount of product (1.0 means a 100% yield; for example, 0.34 means a 34% yield). (1) The reactants are [N+:1]([C:4]1[CH:9]=[CH:8][C:7]([S:10]([NH:13][C:14]2[CH:19]=[CH:18][CH:17]=[CH:16][C:15]=2[O:20][C:21]([F:24])([F:23])[F:22])(=[O:12])=[O:11])=[CH:6][CH:5]=1)([O-])=O.[Sn](Cl)Cl. The catalyst is CCO. The product is [NH2:1][C:4]1[CH:5]=[CH:6][C:7]([S:10]([NH:13][C:14]2[CH:19]=[CH:18][CH:17]=[CH:16][C:15]=2[O:20][C:21]([F:24])([F:22])[F:23])(=[O:11])=[O:12])=[CH:8][CH:9]=1. The yield is 0.510. (2) The reactants are [CH3:1][O:2][C:3]([C@H:5]([NH:8][C:9](=[O:15])[O:10][C:11]([CH3:14])([CH3:13])[CH3:12])[CH2:6][OH:7])=[O:4].N1C=CN=C1.[CH3:21][C:22]([Si:25](Cl)([CH3:27])[CH3:26])([CH3:24])[CH3:23]. The catalyst is CN(C=O)C. The product is [CH3:1][O:2][C:3]([C@H:5]([NH:8][C:9](=[O:15])[O:10][C:11]([CH3:12])([CH3:14])[CH3:13])[CH2:6][O:7][Si:25]([C:22]([CH3:24])([CH3:23])[CH3:21])([CH3:27])[CH3:26])=[O:4]. The yield is 0.950.